Predict the product of the given reaction. From a dataset of Forward reaction prediction with 1.9M reactions from USPTO patents (1976-2016). (1) Given the reactants [C:1]1([CH3:14])[CH:6]=[CH:5][C:4]([C:7]23[CH2:12][CH:11]2[CH2:10][CH2:9][C:8]3=O)=[CH:3][CH:2]=1.[CH3:15][NH:16][CH3:17].C(O[BH-](OC(=O)C)OC(=O)C)(=O)C.[Na+].[Cl:32]CCl, predict the reaction product. The product is: [ClH:32].[CH3:15][N:16]([CH3:17])[CH:8]1[CH2:9][CH2:10][CH:11]2[C:7]1([C:4]1[CH:5]=[CH:6][C:1]([CH3:14])=[CH:2][CH:3]=1)[CH2:12]2. (2) Given the reactants Br[C:2]1[CH:18]=[CH:17][C:5]([O:6][Si:7]([CH:14]([CH3:16])[CH3:15])([CH:11]([CH3:13])[CH3:12])[CH:8]([CH3:10])[CH3:9])=[CH:4][C:3]=1[C:19]([CH3:22])([CH3:21])[CH3:20].C([Li])(C)(C)C.CCCCC.Cl[C:34]([O:36][CH2:37][CH3:38])=[O:35], predict the reaction product. The product is: [C:19]([C:3]1[CH:4]=[C:5]([O:6][Si:7]([CH:14]([CH3:16])[CH3:15])([CH:11]([CH3:12])[CH3:13])[CH:8]([CH3:9])[CH3:10])[CH:17]=[CH:18][C:2]=1[C:34]([O:36][CH2:37][CH3:38])=[O:35])([CH3:22])([CH3:20])[CH3:21]. (3) Given the reactants [CH3:1][C:2]1[N:7]=[CH:6][N:5]=[C:4](OS(C2C=CC(C)=CC=2)(=O)=O)[CH:3]=1.[C:19]([C:21]1[CH:26]=[CH:25][C:24]([O:27][CH3:28])=[CH:23][CH:22]=1)#[CH:20], predict the reaction product. The product is: [CH3:28][O:27][C:24]1[CH:25]=[CH:26][C:21]([C:19]#[C:20][C:4]2[CH:3]=[C:2]([CH3:1])[N:7]=[CH:6][N:5]=2)=[CH:22][CH:23]=1. (4) Given the reactants [CH3:1][C:2]1[C:7]([CH3:8])=[CH:6][CH:5]=[CH:4][C:3]=1[C:9]1[CH:14]=[CH:13][CH:12]=[CH:11][C:10]=1[CH2:15][CH2:16][C:17](O)=[O:18].[CH:20]([NH:23][NH:24][C:25](=[O:37])[C:26]1[CH:31]=[CH:30][CH:29]=[CH:28][C:27]=1[O:32][CH2:33][CH2:34][O:35][CH3:36])([CH3:22])[CH3:21].C(N(CC)CC)C.C1C=CC2N(O)N=NC=2C=1.CCN=C=NCCCN(C)C, predict the reaction product. The product is: [CH3:1][C:2]1[C:7]([CH3:8])=[CH:6][CH:5]=[CH:4][C:3]=1[C:9]1[CH:14]=[CH:13][CH:12]=[CH:11][C:10]=1[CH2:15][CH2:16][C:17]([N:23]([CH:20]([CH3:22])[CH3:21])[NH:24][C:25](=[O:37])[C:26]1[CH:31]=[CH:30][CH:29]=[CH:28][C:27]=1[O:32][CH2:33][CH2:34][O:35][CH3:36])=[O:18].